Dataset: Forward reaction prediction with 1.9M reactions from USPTO patents (1976-2016). Task: Predict the product of the given reaction. (1) Given the reactants [NH2:1][C:2]1[CH:10]=[CH:9][C:8]([O:11][CH3:12])=[CH:7][C:3]=1[C:4]([OH:6])=O.[NH2:13][C:14](N)=[O:15], predict the reaction product. The product is: [CH3:12][O:11][C:8]1[CH:7]=[C:3]2[C:2](=[CH:10][CH:9]=1)[NH:1][C:14](=[O:15])[NH:13][C:4]2=[O:6]. (2) Given the reactants C(N(CC)CC)C.[NH2:8][C:9]1[N:14]=[CH:13][C:12]([C:15]#[C:16][C:17]2[S:18][CH:19]=[C:20]([C:22]([OH:24])=O)[N:21]=2)=[CH:11][N:10]=1.F[P-](F)(F)(F)(F)F.[N:32]1(OC(N(C)C)=[N+](C)C)[C:36]2[CH:37]=[CH:38][CH:39]=[CH:40][C:35]=2N=N1.NC1C=CC=CC=1, predict the reaction product. The product is: [NH2:8][C:9]1[N:10]=[CH:11][C:12]([C:15]#[C:16][C:17]2[S:18][CH:19]=[C:20]([C:22]([NH:32][C:36]3[CH:37]=[CH:38][CH:39]=[CH:40][CH:35]=3)=[O:24])[N:21]=2)=[CH:13][N:14]=1.